Dataset: M1 muscarinic receptor antagonist screen with 61,756 compounds. Task: Binary Classification. Given a drug SMILES string, predict its activity (active/inactive) in a high-throughput screening assay against a specified biological target. (1) The drug is O(C(=O)C(Nc1ccccc1)(NC(=O)C)C(OC)=O)C. The result is 0 (inactive). (2) The molecule is Brc1c(C(=O)NCCCOCC)cccc1. The result is 0 (inactive). (3) The drug is S(=O)(=O)(N1CCN(CC1)CCC#N)c1ccc(S(=O)(=O)N(C)C)cc1. The result is 0 (inactive).